From a dataset of Full USPTO retrosynthesis dataset with 1.9M reactions from patents (1976-2016). Predict the reactants needed to synthesize the given product. (1) Given the product [C:1]([NH:4][C:5]1[N:9]([C:10]2[CH:15]=[C:14]([S:16][CH2:43][C:44]([Cl:47])([F:46])[F:45])[C:13]([CH3:17])=[CH:12][C:11]=2[F:18])[N:8]=[C:7]([O:19][CH2:20][C:21]([F:27])([F:26])[C:22]([F:25])([F:24])[F:23])[CH:6]=1)(=[O:3])[CH3:2], predict the reactants needed to synthesize it. The reactants are: [C:1]([NH:4][C:5]1[N:9]([C:10]2[CH:15]=[C:14]([SH:16])[C:13]([CH3:17])=[CH:12][C:11]=2[F:18])[N:8]=[C:7]([O:19][CH2:20][C:21]([F:27])([F:26])[C:22]([F:25])([F:24])[F:23])[CH:6]=1)(=[O:3])[CH3:2].C(=O)([O-])[O-].[Na+].[Na+].FC(F)(F)C(F)(F)C(F)(F)C(F)(F)S(O[CH2:43][C:44]([Cl:47])([F:46])[F:45])(=O)=O. (2) Given the product [CH2:9]1[NH:7][CH2:10][CH:11]2[C:19]3[CH:18]=[CH:17][CH:16]=[CH:15][C:14]=3[CH2:13][CH:12]12, predict the reactants needed to synthesize it. The reactants are: C([O-])(=O)C.[Na+].Cl.[NH2:7]O.[C:9]1(=O)[CH:12]2[CH2:13][C:14]3[CH:15]=[CH:16][CH:17]=[CH:18][C:19]=3[CH:11]2[CH2:10]1. (3) Given the product [Cl:27][C:17]1[CH:16]=[CH:15][CH:14]=[C:13]2[C:18]=1[C:19](=[O:26])[N:20]([C:21]1[CH:25]=[CH:24][NH:23][N:22]=1)[C:11]([C@@H:10]([NH:28][C:29](=[O:35])[O:30][C:31]([CH3:34])([CH3:32])[CH3:33])[CH2:9][OH:8])=[N:12]2, predict the reactants needed to synthesize it. The reactants are: C([O:8][CH2:9][C@H:10]([NH:28][C:29](=[O:35])[O:30][C:31]([CH3:34])([CH3:33])[CH3:32])[C:11]1[N:20]([C:21]2[CH:25]=[CH:24][NH:23][N:22]=2)[C:19](=[O:26])[C:18]2[C:13](=[CH:14][CH:15]=[CH:16][C:17]=2[Cl:27])[N:12]=1)C1C=CC=CC=1. (4) Given the product [Cl:1][C:2]1[C:3]([CH3:16])=[C:4]([C:8]([OH:15])=[C:9]([C:11]([CH3:14])([CH3:13])[CH3:12])[CH:10]=1)[C:5]([NH:20][C:19]1[CH:21]=[CH:22][C:23]([S:25]([C:28]([F:31])([F:29])[F:30])(=[O:27])=[O:26])=[CH:24][C:18]=1[Cl:17])=[O:7], predict the reactants needed to synthesize it. The reactants are: [Cl:1][C:2]1[C:3]([CH3:16])=[C:4]([C:8]([OH:15])=[C:9]([C:11]([CH3:14])([CH3:13])[CH3:12])[CH:10]=1)[C:5]([OH:7])=O.[Cl:17][C:18]1[CH:24]=[C:23]([S:25]([C:28]([F:31])([F:30])[F:29])(=[O:27])=[O:26])[CH:22]=[CH:21][C:19]=1[NH2:20]. (5) Given the product [Cl:21][CH2:2][C:3]1[CH:8]=[CH:7][CH:6]=[CH:5][C:4]=1[CH2:9][CH2:10][O:11][S:23]([CH3:26])(=[O:25])=[O:24], predict the reactants needed to synthesize it. The reactants are: O[CH2:2][C:3]1[CH:8]=[CH:7][CH:6]=[CH:5][C:4]=1[CH2:9][CH2:10][OH:11].N1C(C)=CC(C)=CC=1C.[Cl-:21].[Li+].[S:23](Cl)([CH3:26])(=[O:25])=[O:24]. (6) Given the product [C:1]([C:3]1[CH:8]=[CH:7][C:6]([N:9]2[CH2:14][CH2:13][CH2:12][C@H:11]([NH:15][C@@H:16]3[CH2:21][CH2:20][CH2:19][CH2:18][C@H:17]3[NH:22][C:36](=[O:48])[O:37][CH2:38][C:39]3[CH:44]=[CH:43][C:42]([O:45][CH2:46][CH3:47])=[CH:41][CH:40]=3)[CH2:10]2)=[CH:5][CH:4]=1)#[N:2], predict the reactants needed to synthesize it. The reactants are: [C:1]([C:3]1[CH:8]=[CH:7][C:6]([N:9]2[CH2:14][CH2:13][CH2:12][C@H:11]([NH:15][C@@H:16]3[CH2:21][CH2:20][CH2:19][CH2:18][C@H:17]3[NH:22]C(=O)CC3C4C(=CC=CC=4)N(C)C=3)[CH2:10]2)=[CH:5][CH:4]=1)#[N:2].[C:36](Cl)(=[O:48])[O:37][CH2:38][C:39]1[CH:44]=[CH:43][C:42]([O:45][CH2:46][CH3:47])=[CH:41][CH:40]=1. (7) Given the product [C:1]([CH2:3][CH2:4][C:5]1[CH:6]=[C:7]([CH:12]=[CH:13][CH:14]=1)[C:8]([O:10][CH3:11])=[O:9])#[N:2], predict the reactants needed to synthesize it. The reactants are: [C:1]([CH:3]=[CH:4][C:5]1[CH:6]=[C:7]([CH:12]=[CH:13][CH:14]=1)[C:8]([O:10][CH3:11])=[O:9])#[N:2].O1CCCC1. (8) Given the product [CH3:14][N:15]1[CH2:20][CH2:19][N:18]([CH2:10][CH2:9][O:8][C:7]2[CH:12]=[CH:13][C:4]([N+:1]([O-:3])=[O:2])=[CH:5][CH:6]=2)[CH2:17][CH2:16]1, predict the reactants needed to synthesize it. The reactants are: [N+:1]([C:4]1[CH:13]=[CH:12][C:7]([O:8][CH2:9][CH2:10]O)=[CH:6][CH:5]=1)([O-:3])=[O:2].[CH3:14][N:15]1[CH2:20][CH2:19][NH:18][CH2:17][CH2:16]1.C(N1CC(N2CCC(C(OCC)=O)CC2)C1)(C1C=CC=CC=1)C1C=CC=CC=1. (9) Given the product [CH:1]1([N:4]([CH:18]2[CH2:23][CH2:22][N:21]([C:24]3[N:27]=[C:28]([CH2:29][CH2:30][CH3:31])[O:26][N:25]=3)[CH2:20][CH2:19]2)[C:5](=[O:17])[C:6]2[CH:11]=[CH:10][C:9]([C:12]3[O:16][CH:15]=[N:14][CH:13]=3)=[CH:8][CH:7]=2)[CH2:3][CH2:2]1, predict the reactants needed to synthesize it. The reactants are: [CH:1]1([N:4]([CH:18]2[CH2:23][CH2:22][N:21]([C:24](=[NH:27])[NH:25][OH:26])[CH2:20][CH2:19]2)[C:5](=[O:17])[C:6]2[CH:11]=[CH:10][C:9]([C:12]3[O:16][CH:15]=[N:14][CH:13]=3)=[CH:8][CH:7]=2)[CH2:3][CH2:2]1.[C:28](Cl)(=O)[CH2:29][CH2:30][CH3:31]. (10) The reactants are: F[C:2](F)(F)S(O)(=O)=O.[CH2:9]([OH:12])[CH2:10][CH3:11].CC[O:15][CH2:16][CH3:17]. Given the product [CH2:9]([O:12][CH2:2][CH:16]([OH:15])[CH3:17])[CH2:10][CH3:11].[CH2:9]([O:12][CH2:2][CH2:16][CH3:17])[CH2:10][CH3:11], predict the reactants needed to synthesize it.